Dataset: Reaction yield outcomes from USPTO patents with 853,638 reactions. Task: Predict the reaction yield, written as a fraction of the theoretical maximum amount of product (1.0 means a 100% yield; for example, 0.34 means a 34% yield). (1) The reactants are [F:1][C:2]1[CH:3]=[CH:4][C:5]2[O:10][CH2:9][C:8](=[O:11])[N:7]([CH2:12][C@H:13]([CH3:16])[CH2:14]I)[C:6]=2[CH:17]=1.[CH2:18]([CH:22]1[CH2:27][CH2:26][NH:25][CH2:24][CH2:23]1)[CH2:19][CH2:20][CH3:21]. The catalyst is CCCCCCC.CCOC(C)=O. The product is [CH2:18]([CH:22]1[CH2:27][CH2:26][N:25]([CH2:14][C@@H:13]([CH3:16])[CH2:12][N:7]2[C:6]3[CH:17]=[C:2]([F:1])[CH:3]=[CH:4][C:5]=3[O:10][CH2:9][C:8]2=[O:11])[CH2:24][CH2:23]1)[CH2:19][CH2:20][CH3:21]. The yield is 0.580. (2) The reactants are O1[C:6]2[CH:7]=[CH:8][C:9]([NH:11][N:12]=[C:13]([C:16]#[N:17])[C:14]#[N:15])=[CH:10][C:5]=2[O:4][CH2:3][CH2:2]1.C(#N)CC#N.[OH2:23].[NH2:24][NH2:25]. No catalyst specified. The product is [NH2:17][C:16]1[C:13](=[N:12][NH:11][C:9]2[CH:8]=[CH:7][C:6]3[O:23][CH2:2][CH2:3][O:4][C:5]=3[CH:10]=2)[C:14]([NH2:15])=[N:25][N:24]=1. The yield is 0.270. (3) The reactants are [Br:1][C:2]1[CH:7]=[CH:6][C:5]([OH:8])=[CH:4][C:3]=1[CH3:9].Br[CH2:11][C:12]1[N:16]([C:17]2[C:22]([Cl:23])=[CH:21][CH:20]=[CH:19][C:18]=2[Cl:24])[N:15]=[CH:14][C:13]=1[CH:25]([CH3:27])[CH3:26].C(=O)([O-])[O-].[K+].[K+]. The catalyst is CN(C)C=O. The product is [Br:1][C:2]1[CH:7]=[CH:6][C:5]([O:8][CH2:11][C:12]2[N:16]([C:17]3[C:18]([Cl:24])=[CH:19][CH:20]=[CH:21][C:22]=3[Cl:23])[N:15]=[CH:14][C:13]=2[CH:25]([CH3:27])[CH3:26])=[CH:4][C:3]=1[CH3:9]. The yield is 0.940. (4) The reactants are [N:1]1[C:5]2[CH:6]=[CH:7][C:8]([C:10]([OH:12])=O)=[CH:9][C:4]=2[NH:3][CH:2]=1.CCN=C=N[CH2:18][CH2:19][CH2:20][N:21](C)C.C1C=CC2N([OH:33])N=NC=2C=1.N[C:35]12[C:53]3[C:48](=[CH:49][CH:50]=[CH:51][CH:52]=3)[C:47](=[O:54])C1(O)C1[C:42]([O:43]2)=[CH:41][C:40]([CH:44]([CH3:46])[CH3:45])=[CH:39]C=1. The catalyst is C(Cl)Cl.CN(C=O)C. The product is [OH:33][C:35]12[C:53]3[C:48](=[CH:49][CH:50]=[CH:51][CH:52]=3)[C:47](=[O:54])[C:20]1([NH:21][C:10]([C:8]1[CH:7]=[CH:6][C:5]3[NH:1][CH:2]=[N:3][C:4]=3[CH:9]=1)=[O:12])[C:19]1[CH:18]=[CH:39][C:40]([CH:44]([CH3:46])[CH3:45])=[CH:41][C:42]=1[O:43]2. The yield is 0.460. (5) The reactants are Br[C:2]1[CH:3]=[C:4]2[C:9](=[CH:10][CH:11]=1)[N:8]=[C:7]([Cl:12])[N:6]=[CH:5]2.[CH3:13][O:14][C:15]1[CH:16]=[C:17](B(O)O)[CH:18]=[C:19]([O:21][CH3:22])[CH:20]=1.C([O-])([O-])=O.[Cs+].[Cs+]. The catalyst is C1COCC1.O1CCOCC1.O.Cl[Pd](Cl)([P](C1C=CC=CC=1)(C1C=CC=CC=1)C1C=CC=CC=1)[P](C1C=CC=CC=1)(C1C=CC=CC=1)C1C=CC=CC=1. The product is [Cl:12][C:7]1[N:6]=[CH:5][C:4]2[C:9](=[CH:10][CH:11]=[C:2]([C:17]3[CH:16]=[C:15]([O:14][CH3:13])[CH:20]=[C:19]([O:21][CH3:22])[CH:18]=3)[CH:3]=2)[N:8]=1. The yield is 0.380. (6) The reactants are C([O-])=O.[NH4+].[CH2:5]([O:12][C:13]1[C:18]([O:19][CH3:20])=[CH:17][C:16]([C:21](=[O:23])[CH3:22])=[C:15]([N+:24]([O-])=O)[CH:14]=1)[C:6]1[CH:11]=[CH:10][CH:9]=[CH:8][CH:7]=1.C1(C)C=CC=CC=1. The catalyst is [Fe].O. The product is [NH2:24][C:15]1[CH:14]=[C:13]([O:12][CH2:5][C:6]2[CH:11]=[CH:10][CH:9]=[CH:8][CH:7]=2)[C:18]([O:19][CH3:20])=[CH:17][C:16]=1[C:21](=[O:23])[CH3:22]. The yield is 0.900. (7) The reactants are Cl.[OH:2][C:3]([C:21]1[CH:22]=[N:23][CH:24]=[CH:25][CH:26]=1)=[CH:4][C:5]1[N:14]2[CH2:15][CH2:16][N:17]=[C:13]2[C:12]2[CH:11]=[CH:10][C:9]([OH:18])=[C:8]([O:19][CH3:20])[C:7]=2[N:6]=1.Cl[CH:28]([CH2:33][CH3:34])[C:29]([O:31][CH3:32])=[O:30].C(=O)([O-])[O-].[K+].[K+].O. The catalyst is CN(C)C=O. The product is [OH:2][C:3]([C:21]1[CH:22]=[N:23][CH:24]=[CH:25][CH:26]=1)=[CH:4][C:5]1[N:14]2[CH2:15][CH2:16][N:17]=[C:13]2[C:12]2[CH:11]=[CH:10][C:9]([O:18][CH2:34][CH2:33][CH2:28][C:29]([O:31][CH3:32])=[O:30])=[C:8]([O:19][CH3:20])[C:7]=2[N:6]=1. The yield is 0.593.